From a dataset of Catalyst prediction with 721,799 reactions and 888 catalyst types from USPTO. Predict which catalyst facilitates the given reaction. (1) Reactant: [CH3:1][O:2][C:3](=[O:15])[CH2:4][C:5]1[CH:10]=[C:9]([N+:11]([O-])=O)[CH:8]=[CH:7][C:6]=1[CH3:14]. Product: [NH2:11][C:9]1[CH:8]=[CH:7][C:6]([CH3:14])=[C:5]([CH2:4][C:3]([O:2][CH3:1])=[O:15])[CH:10]=1. The catalyst class is: 29. (2) Reactant: [Cl:1][C:2]1[CH:3]=[CH:4][C:5]2[N:11]([CH2:12][C:13]([CH3:17])([CH3:16])[CH2:14][OH:15])[C:10](=[O:18])[C@@H:9]([CH2:19][C:20](O)=[O:21])[O:8][C@H:7]([C:23]3[CH:28]=[CH:27][CH:26]=[C:25]([O:29][CH3:30])[C:24]=3[O:31][CH3:32])[C:6]=2[CH:33]=1.Cl.[NH2:35][CH2:36][CH2:37][CH2:38][CH2:39][C:40]([O:42][CH3:43])=[O:41].P(C#N)(OCC)(OCC)=O.C(N(CC)CC)C. Product: [Cl:1][C:2]1[CH:3]=[CH:4][C:5]2[N:11]([CH2:12][C:13]([CH3:16])([CH3:17])[CH2:14][OH:15])[C:10](=[O:18])[C@@H:9]([CH2:19][C:20]([NH:35][CH2:36][CH2:37][CH2:38][CH2:39][C:40]([O:42][CH3:43])=[O:41])=[O:21])[O:8][C@H:7]([C:23]3[CH:28]=[CH:27][CH:26]=[C:25]([O:29][CH3:30])[C:24]=3[O:31][CH3:32])[C:6]=2[CH:33]=1. The catalyst class is: 42. (3) Reactant: O([C:8]1[CH:13]=[CH:12][CH:11]=[CH:10][C:9]=1[C:14]1[CH2:18][CH:17]([CH2:19][CH2:20][CH:21]=O)[O:16][N:15]=1)C1C=CC=CC=1.[F:23][C:24]1[CH:29]=[CH:28][C:27]([N:30]2[CH2:35][CH2:34][NH:33][CH2:32][CH2:31]2)=[CH:26][CH:25]=1.[BH-](O[C:46]([CH3:48])=[O:47])(OC(C)=O)OC(C)=O.[Na+]. Product: [F:23][C:24]1[CH:25]=[CH:26][C:27]([N:30]2[CH2:35][CH2:34][N:33]([CH2:21][CH2:20][CH2:19][CH:17]3[O:16][N:15]=[C:14]([C:9]4[CH:8]=[CH:13][CH:12]=[C:11]([O:47][C:46]5[CH:48]=[CH:10][CH:9]=[CH:8][CH:13]=5)[CH:10]=4)[CH2:18]3)[CH2:32][CH2:31]2)=[CH:28][CH:29]=1. The catalyst class is: 2. (4) Reactant: Br[C:2]1[O:3][CH:4]=[C:5]([C:7]2[CH:12]=[CH:11][CH:10]=[CH:9][CH:8]=2)[N:6]=1.C(=O)([O-])[O-].[Na+].[Na+].[CH2:19]([C:21]1[CH:26]=[CH:25][CH:24]=[C:23]([CH2:27][CH3:28])[C:22]=1B(O)O)[CH3:20]. Product: [CH2:19]([C:21]1[CH:26]=[CH:25][CH:24]=[C:23]([CH2:27][CH3:28])[C:22]=1[C:2]1[O:3][CH:4]=[C:5]([C:7]2[CH:12]=[CH:11][CH:10]=[CH:9][CH:8]=2)[N:6]=1)[CH3:20]. The catalyst class is: 133.